This data is from Peptide-MHC class II binding affinity with 134,281 pairs from IEDB. The task is: Regression. Given a peptide amino acid sequence and an MHC pseudo amino acid sequence, predict their binding affinity value. This is MHC class II binding data. (1) The peptide sequence is GYLQIVDKIDAAFKI. The MHC is DRB1_0701 with pseudo-sequence DRB1_0701. The binding affinity (normalized) is 0.786. (2) The peptide sequence is QKISKYFNSRLFG. The MHC is DRB1_1501 with pseudo-sequence DRB1_1501. The binding affinity (normalized) is 0.297. (3) The peptide sequence is PESRSILLHGPSKGVELRND. The MHC is DRB1_0301 with pseudo-sequence DRB1_0301. The binding affinity (normalized) is 0.458. (4) The peptide sequence is LVKYVNGDGDVVAVDIKEKG. The MHC is HLA-DPA10103-DPB10301 with pseudo-sequence HLA-DPA10103-DPB10301. The binding affinity (normalized) is 0.0504. (5) The peptide sequence is LTYQWHKEGSSIGKL. The MHC is DRB1_1302 with pseudo-sequence DRB1_1302. The binding affinity (normalized) is 0.0669. (6) The peptide sequence is FSTGLIIQGLKLMNS. The MHC is HLA-DPA10201-DPB11401 with pseudo-sequence HLA-DPA10201-DPB11401. The binding affinity (normalized) is 0.277. (7) The peptide sequence is NNKYAASSYLSLTPE. The MHC is HLA-DPA10201-DPB10101 with pseudo-sequence HLA-DPA10201-DPB10101. The binding affinity (normalized) is 0.801. (8) The peptide sequence is TWGKAKIVTAETQNS. The binding affinity (normalized) is 0.186. The MHC is DRB1_0701 with pseudo-sequence DRB1_0701. (9) The peptide sequence is ITDTTIGTGDDCISI. The MHC is HLA-DQA10102-DQB10602 with pseudo-sequence HLA-DQA10102-DQB10602. The binding affinity (normalized) is 0.350.